From a dataset of Reaction yield outcomes from USPTO patents with 853,638 reactions. Predict the reaction yield, written as a fraction of the theoretical maximum amount of product (1.0 means a 100% yield; for example, 0.34 means a 34% yield). The reactants are [C:1]1([S:7]([C:10]([CH:19]2[CH2:31][C:22]3[NH:23][C:24]4[CH:25]=[CH:26][C:27]([Cl:30])=[CH:28][C:29]=4[C:21]=3[CH2:20]2)([F:18])[C:11]2[O:15][N:14]=[C:13]([CH2:16][NH2:17])[N:12]=2)(=[O:9])=[O:8])[CH:6]=[CH:5][CH:4]=[CH:3][CH:2]=1.[F:32][C:33]([F:38])([F:37])[C:34](O)=[O:35].N1C=CC=CC=1. The catalyst is C(Cl)Cl. The product is [C:1]1([S:7]([C:10]([CH:19]2[CH2:31][C:22]3[NH:23][C:24]4[CH:25]=[CH:26][C:27]([Cl:30])=[CH:28][C:29]=4[C:21]=3[CH2:20]2)([F:18])[C:11]2[O:15][N:14]=[C:13]([CH2:16][NH:17][C:34](=[O:35])[C:33]([F:38])([F:37])[F:32])[N:12]=2)(=[O:9])=[O:8])[CH:2]=[CH:3][CH:4]=[CH:5][CH:6]=1. The yield is 0.120.